Predict the product of the given reaction. From a dataset of Forward reaction prediction with 1.9M reactions from USPTO patents (1976-2016). (1) Given the reactants [F:1][C:2]1[C:9]([O:10][CH3:11])=[CH:8][CH:7]=[C:6]([F:12])[C:3]=1[CH:4]=[O:5].[BH4-].[Na+], predict the reaction product. The product is: [F:1][C:2]1[C:9]([O:10][CH3:11])=[CH:8][CH:7]=[C:6]([F:12])[C:3]=1[CH2:4][OH:5]. (2) Given the reactants CO[C:3]1[CH:4]=[CH:5][CH:6]=[C:7]2[C:11]=1[NH:10][C:9](=[O:12])[C:8]2=[O:13].[H-].[Na+].IC, predict the reaction product. The product is: [NH:10]1[C:11]2[C:7](=[CH:6][CH:5]=[CH:4][CH:3]=2)[C:8](=[O:13])[C:9]1=[O:12]. (3) Given the reactants [C:1]1([P:7]([C:14]2[CH:19]=[CH:18][CH:17]=[CH:16][CH:15]=2)[C:8]2[CH:13]=[CH:12][CH:11]=[CH:10][CH:9]=2)[CH:6]=[CH:5][CH:4]=[CH:3][CH:2]=1.[CH3:20][C:21]1[CH:22]=[C:23]([CH:26]=[CH:27][C:28]=1[O:29][CH3:30])[CH2:24][Cl:25], predict the reaction product. The product is: [Cl-:25].[CH3:20][C:21]1[CH:22]=[C:23]([CH:26]=[CH:27][C:28]=1[O:29][CH3:30])[CH2:24][PH:7]([C:1]1[CH:2]=[CH:3][CH:4]=[CH:5][CH:6]=1)([C:8]1[CH:13]=[CH:12][CH:11]=[CH:10][CH:9]=1)[C:14]1[CH:15]=[CH:16][CH:17]=[CH:18][CH:19]=1. (4) Given the reactants NCC(O)=O.[OH:6][C:7]1[C:8]([C:21]([NH:23][C:24]2[CH:25]=[N:26][CH:27]=[CH:28][CH:29]=2)=[O:22])=[CH:9][N:10]([CH2:14][C:15]2[CH:20]=[CH:19][CH:18]=[CH:17][CH:16]=2)[C:11](=[O:13])[CH:12]=1.[O:30]=[C:31]=[N:32][CH2:33][C:34]([O:36]CC)=[O:35].CCN(C(C)C)C(C)C, predict the reaction product. The product is: [OH:6][C:7]1[C:8]([C:21]([NH:23][C:24]2[CH:25]=[N:26][CH:27]=[CH:28][CH:29]=2)=[O:22])=[CH:9][N:10]([CH2:14][C:15]2[CH:16]=[CH:17][CH:18]=[CH:19][CH:20]=2)[C:11](=[O:13])[C:12]=1[C:31]([NH:32][CH2:33][C:34]([OH:36])=[O:35])=[O:30].